Dataset: NCI-60 drug combinations with 297,098 pairs across 59 cell lines. Task: Regression. Given two drug SMILES strings and cell line genomic features, predict the synergy score measuring deviation from expected non-interaction effect. (1) Cell line: OVCAR3. Drug 2: C(=O)(N)NO. Synergy scores: CSS=-1.40, Synergy_ZIP=3.58, Synergy_Bliss=2.25, Synergy_Loewe=0.118, Synergy_HSA=-2.46. Drug 1: CCC1(CC2CC(C3=C(CCN(C2)C1)C4=CC=CC=C4N3)(C5=C(C=C6C(=C5)C78CCN9C7C(C=CC9)(C(C(C8N6C=O)(C(=O)OC)O)OC(=O)C)CC)OC)C(=O)OC)O.OS(=O)(=O)O. (2) Drug 1: CN(C)N=NC1=C(NC=N1)C(=O)N. Drug 2: CC1=CC=C(C=C1)C2=CC(=NN2C3=CC=C(C=C3)S(=O)(=O)N)C(F)(F)F. Cell line: CCRF-CEM. Synergy scores: CSS=24.2, Synergy_ZIP=-3.87, Synergy_Bliss=0.139, Synergy_Loewe=0.105, Synergy_HSA=2.14.